From a dataset of NCI-60 drug combinations with 297,098 pairs across 59 cell lines. Regression. Given two drug SMILES strings and cell line genomic features, predict the synergy score measuring deviation from expected non-interaction effect. (1) Drug 1: C1=CC(=C2C(=C1NCCNCCO)C(=O)C3=C(C=CC(=C3C2=O)O)O)NCCNCCO. Drug 2: CN(C)N=NC1=C(NC=N1)C(=O)N. Cell line: A549. Synergy scores: CSS=36.8, Synergy_ZIP=2.29, Synergy_Bliss=0.723, Synergy_Loewe=-33.6, Synergy_HSA=0.669. (2) Drug 1: CC(C1=C(C=CC(=C1Cl)F)Cl)OC2=C(N=CC(=C2)C3=CN(N=C3)C4CCNCC4)N. Drug 2: CC1OCC2C(O1)C(C(C(O2)OC3C4COC(=O)C4C(C5=CC6=C(C=C35)OCO6)C7=CC(=C(C(=C7)OC)O)OC)O)O. Cell line: RXF 393. Synergy scores: CSS=22.9, Synergy_ZIP=-4.22, Synergy_Bliss=1.84, Synergy_Loewe=0.795, Synergy_HSA=3.13. (3) Drug 1: C(=O)(N)NO. Drug 2: CCC1(C2=C(COC1=O)C(=O)N3CC4=CC5=C(C=CC(=C5CN(C)C)O)N=C4C3=C2)O.Cl. Cell line: HOP-62. Synergy scores: CSS=31.5, Synergy_ZIP=1.00, Synergy_Bliss=0.787, Synergy_Loewe=-44.1, Synergy_HSA=-0.683. (4) Drug 1: CCC1=CC2CC(C3=C(CN(C2)C1)C4=CC=CC=C4N3)(C5=C(C=C6C(=C5)C78CCN9C7C(C=CC9)(C(C(C8N6C)(C(=O)OC)O)OC(=O)C)CC)OC)C(=O)OC.C(C(C(=O)O)O)(C(=O)O)O. Drug 2: C1=CC(=CC=C1CCCC(=O)O)N(CCCl)CCCl. Cell line: OVCAR-4. Synergy scores: CSS=14.6, Synergy_ZIP=-9.41, Synergy_Bliss=-3.81, Synergy_Loewe=-34.5, Synergy_HSA=-4.16. (5) Drug 1: C1C(C(OC1N2C=NC3=C(N=C(N=C32)Cl)N)CO)O. Drug 2: CN(C(=O)NC(C=O)C(C(C(CO)O)O)O)N=O. Cell line: HS 578T. Synergy scores: CSS=6.32, Synergy_ZIP=-2.42, Synergy_Bliss=-1.97, Synergy_Loewe=-3.88, Synergy_HSA=-1.31. (6) Drug 1: CS(=O)(=O)C1=CC(=C(C=C1)C(=O)NC2=CC(=C(C=C2)Cl)C3=CC=CC=N3)Cl. Drug 2: CS(=O)(=O)CCNCC1=CC=C(O1)C2=CC3=C(C=C2)N=CN=C3NC4=CC(=C(C=C4)OCC5=CC(=CC=C5)F)Cl. Cell line: NCI/ADR-RES. Synergy scores: CSS=7.31, Synergy_ZIP=-4.46, Synergy_Bliss=-2.72, Synergy_Loewe=-4.05, Synergy_HSA=-2.18. (7) Drug 1: C1CN1P(=S)(N2CC2)N3CC3. Drug 2: CC1CCC2CC(C(=CC=CC=CC(CC(C(=O)C(C(C(=CC(C(=O)CC(OC(=O)C3CCCCN3C(=O)C(=O)C1(O2)O)C(C)CC4CCC(C(C4)OC)OCCO)C)C)O)OC)C)C)C)OC. Cell line: A498. Synergy scores: CSS=7.83, Synergy_ZIP=-1.12, Synergy_Bliss=1.85, Synergy_Loewe=-2.25, Synergy_HSA=-1.68. (8) Cell line: SF-268. Drug 1: CN(C)C1=NC(=NC(=N1)N(C)C)N(C)C. Drug 2: C1=CN(C(=O)N=C1N)C2C(C(C(O2)CO)O)O.Cl. Synergy scores: CSS=11.0, Synergy_ZIP=-2.47, Synergy_Bliss=-4.87, Synergy_Loewe=-79.1, Synergy_HSA=-9.94. (9) Drug 1: CN1C2=C(C=C(C=C2)N(CCCl)CCCl)N=C1CCCC(=O)O.Cl. Drug 2: C(CCl)NC(=O)N(CCCl)N=O. Cell line: NCI-H226. Synergy scores: CSS=4.03, Synergy_ZIP=0.413, Synergy_Bliss=3.96, Synergy_Loewe=-1.24, Synergy_HSA=-0.287. (10) Drug 1: CN1CCC(CC1)COC2=C(C=C3C(=C2)N=CN=C3NC4=C(C=C(C=C4)Br)F)OC. Drug 2: CNC(=O)C1=CC=CC=C1SC2=CC3=C(C=C2)C(=NN3)C=CC4=CC=CC=N4. Cell line: OVCAR-4. Synergy scores: CSS=13.6, Synergy_ZIP=-2.01, Synergy_Bliss=2.54, Synergy_Loewe=3.38, Synergy_HSA=3.28.